This data is from NCI-60 drug combinations with 297,098 pairs across 59 cell lines. The task is: Regression. Given two drug SMILES strings and cell line genomic features, predict the synergy score measuring deviation from expected non-interaction effect. (1) Drug 1: CC(C)(C#N)C1=CC(=CC(=C1)CN2C=NC=N2)C(C)(C)C#N. Drug 2: C(CN)CNCCSP(=O)(O)O. Cell line: NCI-H226. Synergy scores: CSS=-3.41, Synergy_ZIP=2.42, Synergy_Bliss=-0.535, Synergy_Loewe=-0.894, Synergy_HSA=-3.74. (2) Drug 1: C(=O)(N)NO. Drug 2: C1C(C(OC1N2C=NC3=C2NC=NCC3O)CO)O. Cell line: COLO 205. Synergy scores: CSS=36.1, Synergy_ZIP=-4.29, Synergy_Bliss=-2.01, Synergy_Loewe=-1.68, Synergy_HSA=-0.995. (3) Drug 1: CC12CCC3C(C1CCC2=O)CC(=C)C4=CC(=O)C=CC34C. Drug 2: CC1C(C(CC(O1)OC2CC(CC3=C2C(=C4C(=C3O)C(=O)C5=CC=CC=C5C4=O)O)(C(=O)C)O)N)O. Cell line: SF-268. Synergy scores: CSS=35.5, Synergy_ZIP=1.77, Synergy_Bliss=1.96, Synergy_Loewe=1.06, Synergy_HSA=2.21. (4) Drug 1: C1CC(C1)(C(=O)O)C(=O)O.[NH2-].[NH2-].[Pt+2]. Drug 2: CS(=O)(=O)CCNCC1=CC=C(O1)C2=CC3=C(C=C2)N=CN=C3NC4=CC(=C(C=C4)OCC5=CC(=CC=C5)F)Cl. Cell line: CCRF-CEM. Synergy scores: CSS=21.9, Synergy_ZIP=-5.40, Synergy_Bliss=-3.36, Synergy_Loewe=-9.82, Synergy_HSA=-8.60.